Dataset: Forward reaction prediction with 1.9M reactions from USPTO patents (1976-2016). Task: Predict the product of the given reaction. (1) Given the reactants [C:1]([O:5][C:6]([N:8]1[CH2:13][CH2:12][O:11][CH:10]([C:14]2[CH:19]=[CH:18][C:17]([N+:20]([O-])=O)=[CH:16][C:15]=2[C:23]#[N:24])[CH2:9]1)=[O:7])([CH3:4])([CH3:3])[CH3:2], predict the reaction product. The product is: [C:1]([O:5][C:6]([N:8]1[CH2:13][CH2:12][O:11][CH:10]([C:14]2[CH:19]=[CH:18][C:17]([NH2:20])=[CH:16][C:15]=2[C:23]#[N:24])[CH2:9]1)=[O:7])([CH3:4])([CH3:2])[CH3:3]. (2) Given the reactants [Cl:1][C:2]1[CH:7]=[CH:6][CH:5]=[CH:4][C:3]=1[C:8]1[C:14]2[CH:15]=[C:16]([CH3:21])[C:17]([O:19][CH3:20])=[CH:18][C:13]=2[NH:12][C:11](=S)[CH2:10][N:9]=1.CO[C:25](OC)([N:27](C)C)[CH3:26].[NH2:32]N, predict the reaction product. The product is: [Cl:1][C:2]1[CH:7]=[CH:6][CH:5]=[CH:4][C:3]=1[C:8]1[C:14]2[CH:15]=[C:16]([CH3:21])[C:17]([O:19][CH3:20])=[CH:18][C:13]=2[N:12]=[C:11]2[NH:32][NH:27][C:25]([CH3:26])=[C:10]2[N:9]=1. (3) Given the reactants Br[C:2]1[CH:11]=[C:10]2[C:5]([CH:6]=[C:7]([NH:12][C:13]([CH:15]3[CH2:17][CH2:16]3)=[O:14])[N:8]=[CH:9]2)=[CH:4][CH:3]=1.[CH3:18][C:19]1[S:20][CH:21]=[C:22](B2OC(C)(C)C(C)(C)O2)[N:23]=1.C(=O)([O-])[O-].[K+].[K+].C(#N)C.O, predict the reaction product. The product is: [CH3:18][C:19]1[S:20][CH:21]=[C:22]([C:2]2[CH:11]=[C:10]3[C:5]([CH:6]=[C:7]([NH:12][C:13]([CH:15]4[CH2:17][CH2:16]4)=[O:14])[N:8]=[CH:9]3)=[CH:4][CH:3]=2)[N:23]=1. (4) Given the reactants C(=O)([O-])[O-].[Na+].[Na+].[NH2:7][C:8]1[N:13]=[C:12]([OH:14])[C:11]([N+:15]([O-:17])=[O:16])=[C:10](Cl)[N:9]=1.[CH3:19][C:20]1[O:24][C:23](B(O)O)=[CH:22][CH:21]=1.CC1OC=CC=1, predict the reaction product. The product is: [NH2:7][C:8]1[N:13]=[C:12]([OH:14])[C:11]([N+:15]([O-:17])=[O:16])=[C:10]([C:23]2[O:24][C:20]([CH3:19])=[CH:21][CH:22]=2)[N:9]=1. (5) Given the reactants [Cl:1][C:2]1[CH:3]=[C:4]([NH:19][C:20]2[C:21]3[N:28]([CH2:29][CH2:30][NH:31][C:32](=[O:36])[CH2:33][CH2:34][OH:35])[CH:27]=[CH:26][C:22]=3[N:23]=[CH:24][N:25]=2)[CH:5]=[CH:6][C:7]=1[O:8][C:9]1[CH:14]=[CH:13][CH:12]=[C:11]([C:15]([F:18])([F:17])[F:16])[CH:10]=1.Cl.Cl.NCCN1C2C(NC3C=CC(OC4C=CC=C(C(F)(F)F)C=4)=C(Cl)C=3)=NC=NC=2C=C1.OCCC(O)=O.O.ON1C2C=CC=CC=2N=N1.[CH3:87][S:88]([OH:91])(=[O:90])=[O:89], predict the reaction product. The product is: [CH3:87][S:88]([OH:91])(=[O:90])=[O:89].[Cl:1][C:2]1[CH:3]=[C:4]([NH:19][C:20]2[C:21]3[N:28]([CH2:29][CH2:30][NH:31][C:32](=[O:36])[CH2:33][CH2:34][OH:35])[CH:27]=[CH:26][C:22]=3[N:23]=[CH:24][N:25]=2)[CH:5]=[CH:6][C:7]=1[O:8][C:9]1[CH:14]=[CH:13][CH:12]=[C:11]([C:15]([F:18])([F:17])[F:16])[CH:10]=1. (6) Given the reactants [I:1][C:2]1[CH:7]=[CH:6][C:5]([C:8]2[NH:12][C:11]([C@@H:13]([N:17]3[C:21](=[O:22])[C@@H:20]([CH2:23][CH2:24][C:25](O)=O)[NH:19][C:18]3=[O:28])[CH:14]([CH3:16])C)=[N:10][CH:9]=2)=[CH:4][CH:3]=1.C(OC(=O)N[C@H:36]([C:45]1NC(C2C=CC=CC=2F)=CN=1)[C@H:37]([C:39]1C=CC=C[CH:40]=1)C)(C)(C)C.IC1C=CC(C(=O)C)=CC=1.C(OC(N[C@H](C1C=CC(OCC(=O)N(C)C)=CC=1)C(O)=O)=O)(C)(C)C.ClN1C(=O)CCC1=O.C(OC(N[C@H](CC#C)C(O)=O)=O)(C)(C)C.FC(F)(F)C(O)=O.Cl[Si](C)(C)C, predict the reaction product. The product is: [I:1][C:2]1[CH:3]=[CH:4][C:5]([C:8]2[NH:12][C:11]([C@@H:13]([N:17]3[C:21](=[O:22])[C@@H:20]([CH2:23][C:24]#[CH:25])[NH:19][C:18]3=[O:28])[CH2:14][C:16]3[CH:40]=[CH:39][CH:37]=[CH:36][CH:45]=3)=[N:10][CH:9]=2)=[CH:6][CH:7]=1. (7) Given the reactants Cl.[C:2](Cl)(=[O:9])[C:3]1[CH:8]=[CH:7][N:6]=[CH:5][CH:4]=1.C(N(CC)CC)C.ClCCl.[N:21]1([C:27]2[CH:33]=[CH:32][CH:31]=[CH:30][C:28]=2[NH2:29])[CH2:26][CH2:25][CH2:24][CH2:23][CH2:22]1, predict the reaction product. The product is: [N:21]1([C:27]2[CH:33]=[CH:32][CH:31]=[CH:30][C:28]=2[NH:29][C:2](=[O:9])[C:3]2[CH:8]=[CH:7][N:6]=[CH:5][CH:4]=2)[CH2:26][CH2:25][CH2:24][CH2:23][CH2:22]1. (8) Given the reactants [NH2:1][CH2:2][CH2:3][S:4][CH2:5][S:6]([NH:9][CH2:10][C:11]1([C:29]2[CH:34]=[CH:33][CH:32]=[CH:31][CH:30]=2)[S:15][C:14]([NH:16][C:17](=[O:22])[C:18]([CH3:21])([CH3:20])[CH3:19])=[N:13][N:12]1[C:23](=[O:28])[C:24]([CH3:27])([CH3:26])[CH3:25])(=[O:8])=[O:7].C(OCC)(=O)C.[ClH:41], predict the reaction product. The product is: [ClH:41].[NH2:1][CH2:2][CH2:3][S:4][CH2:5][S:6]([NH:9][CH2:10][C:11]1([C:29]2[CH:30]=[CH:31][CH:32]=[CH:33][CH:34]=2)[S:15][C:14]([NH:16][C:17](=[O:22])[C:18]([CH3:19])([CH3:20])[CH3:21])=[N:13][N:12]1[C:23](=[O:28])[C:24]([CH3:27])([CH3:25])[CH3:26])(=[O:8])=[O:7]. (9) Given the reactants Cl.[Cl:2][C:3]1[C:4]([CH3:25])=[C:5]([CH:9]=[C:10]([Cl:24])[C:11]=1[O:12][C:13]1[CH:18]=[C:17]([CH:19]([CH3:21])[CH3:20])[C:16]([OH:22])=[C:15]([Br:23])[CH:14]=1)[C:6]([OH:8])=[O:7].[CH3:26]O, predict the reaction product. The product is: [Cl:2][C:3]1[C:4]([CH3:25])=[C:5]([CH:9]=[C:10]([Cl:24])[C:11]=1[O:12][C:13]1[CH:18]=[C:17]([CH:19]([CH3:21])[CH3:20])[C:16]([OH:22])=[C:15]([Br:23])[CH:14]=1)[C:6]([O:8][CH3:26])=[O:7].